Dataset: Forward reaction prediction with 1.9M reactions from USPTO patents (1976-2016). Task: Predict the product of the given reaction. The product is: [N:37]1([C:36]2[CH:35]=[CH:34][NH:33][C:32]=2[C:30]([O:29][CH2:27][CH3:28])=[O:31])[CH:3]=[CH:7][CH:6]=[CH:5]1. Given the reactants CO[CH:3]1[CH2:7][CH2:6][CH:5](OC)O1.CC1C=CC(S([O-])(=O)=O)=CC=1.C1C=C[NH+]=CC=1.[CH2:27]([O:29][C:30]([C:32]1[NH:33][CH:34]=[CH:35][C:36]=1[NH2:37])=[O:31])[CH3:28], predict the reaction product.